This data is from Full USPTO retrosynthesis dataset with 1.9M reactions from patents (1976-2016). The task is: Predict the reactants needed to synthesize the given product. (1) Given the product [ClH:24].[CH3:1][S:2]([C:5]1[CH:19]=[CH:18][C:8]([CH2:9][NH2:10])=[CH:7][C:6]=1[C:20]([F:21])([F:22])[F:23])(=[O:4])=[O:3], predict the reactants needed to synthesize it. The reactants are: [CH3:1][S:2]([C:5]1[CH:19]=[CH:18][C:8]([CH2:9][NH:10]C(=O)OC(C)(C)C)=[CH:7][C:6]=1[C:20]([F:23])([F:22])[F:21])(=[O:4])=[O:3].[ClH:24]. (2) Given the product [OH:17][CH2:16][CH2:15][CH2:14][N:6]1[C:5]2[CH:7]=[CH:8][C:9]([CH:11]=[O:12])=[CH:10][C:4]=2[S:3][C:2]1=[O:1], predict the reactants needed to synthesize it. The reactants are: [O:1]=[C:2]1[NH:6][C:5]2[CH:7]=[CH:8][C:9]([CH:11]=[O:12])=[CH:10][C:4]=2[S:3]1.Br[CH2:14][CH2:15][CH2:16][OH:17].C(=O)([O-])[O-].[K+].[K+].[I-].[K+]. (3) Given the product [F:1][C:2]1[CH:10]=[CH:9][CH:8]=[C:7]2[C:3]=1[C:4]([CH2:25][C:26]([OH:28])=[O:27])=[CH:5][N:6]2[CH2:11][C:12]1[CH:17]=[CH:16][C:15]([C:18]2[CH:19]=[N:20][N:21]([CH3:23])[CH:22]=2)=[CH:14][C:13]=1[F:24], predict the reactants needed to synthesize it. The reactants are: [F:1][C:2]1[CH:10]=[CH:9][CH:8]=[C:7]2[C:3]=1[C:4]([CH2:25][C:26]([O:28]CC)=[O:27])=[CH:5][N:6]2[CH2:11][C:12]1[CH:17]=[CH:16][C:15]([C:18]2[CH:19]=[N:20][N:21]([CH3:23])[CH:22]=2)=[CH:14][C:13]=1[F:24].[OH-].[K+].O.Cl. (4) Given the product [NH2:25][C:19]([C:17]1[NH:16][C:15](=[O:22])[N:14]([CH:11]2[CH2:12][CH2:13][N:8]([C:6]([O:5][C:1]([CH3:3])([CH3:2])[CH3:4])=[O:7])[CH2:9][CH2:10]2)[CH:18]=1)=[O:21], predict the reactants needed to synthesize it. The reactants are: [C:1]([O:5][C:6]([N:8]1[CH2:13][CH2:12][CH:11]([N:14]2[CH:18]=[C:17]([C:19]([OH:21])=O)[NH:16][C:15]2=[O:22])[CH2:10][CH2:9]1)=[O:7])([CH3:4])([CH3:3])[CH3:2].Cl.C[N:25](C)CCCN=C=NCC.O.N1(O)C2C=CC=CC=2N=N1.C(N(CC)C(C)C)(C)C.N.C(=O)(O)[O-].[Na+]. (5) Given the product [C:1]1([C:7]2[N:8]([C:21]3[CH:22]=[CH:23][CH:24]=[CH:25][CH:26]=3)[C:9]3[C:14]([N:15]=2)=[C:13]([NH:16][CH2:17][CH2:18][CH:19]=[O:20])[N:12]=[CH:11][N:10]=3)[CH:2]=[CH:3][CH:4]=[CH:5][CH:6]=1, predict the reactants needed to synthesize it. The reactants are: [C:1]1([C:7]2[N:8]([C:21]3[CH:26]=[CH:25][CH:24]=[CH:23][CH:22]=3)[C:9]3[C:14]([N:15]=2)=[C:13]([NH:16][CH2:17][CH2:18][CH2:19][OH:20])[N:12]=[CH:11][N:10]=3)[CH:6]=[CH:5][CH:4]=[CH:3][CH:2]=1.CC(OI1(OC(C)=O)(OC(C)=O)OC(=O)C2C=CC=CC1=2)=O. (6) The reactants are: Br[C:2]1[S:3][C:4]([C:7]([C:10]2[CH:15]=[C:14]([N+:16]([O-:18])=[O:17])[CH:13]=[C:12]([Cl:19])[CH:11]=2)([CH3:9])[CH3:8])=[CH:5][CH:6]=1.[C:20]([Cu])#[N:21]. Given the product [Cl:19][C:12]1[CH:11]=[C:10]([C:7]([C:4]2[S:3][C:2]([C:20]#[N:21])=[CH:6][CH:5]=2)([CH3:9])[CH3:8])[CH:15]=[C:14]([N+:16]([O-:18])=[O:17])[CH:13]=1, predict the reactants needed to synthesize it. (7) Given the product [CH3:18][O:8][C:7]([C:4]1([CH2:11][C:12]([OH:14])=[O:13])[CH2:5][CH2:6][O:1][CH2:2][CH2:3]1)=[O:9], predict the reactants needed to synthesize it. The reactants are: [O:1]1[CH2:6][CH2:5][CH:4]([C:7]([O-:9])=[O:8])[CH2:3][CH2:2]1.F[C:11](F)(F)[C:12]([OH:14])=[O:13].Cl[CH2:18]Cl. (8) Given the product [CH:5]([C:4]1[CH:3]=[C:2]([CH:9]=[CH:8][CH:7]=1)[O:1][CH2:58][C:59]([O:61][CH2:62][CH3:63])=[O:60])=[O:6], predict the reactants needed to synthesize it. The reactants are: [OH:1][C:2]1[CH:3]=[C:4]([CH:7]=[CH:8][CH:9]=1)[CH:5]=[O:6].C(N(CC)C(C1C=C([C@H](C2C=CC=C(O)C=2)N2[C@@H](C)CN(CC3C=C(C=CC=3)OCC(O)=O)[C@H](C)C2)C=CC=1)=O)C.C(=O)([O-])[O-].[K+].[K+].Br[CH2:58][C:59]([O:61][CH2:62][CH3:63])=[O:60]. (9) Given the product [CH2:9]([O:11][C:12]([C:14]1[C:15]([N:1]2[CH2:5][CH2:4][CH2:3][C:2]2=[O:6])=[N:16][C:17]2[C:22]([C:23]=1[C:24]1[CH:29]=[CH:28][CH:27]=[CH:26][CH:25]=1)=[CH:21][C:20]([Cl:30])=[CH:19][CH:18]=2)=[O:13])[CH3:10], predict the reactants needed to synthesize it. The reactants are: [NH:1]1[CH2:5][CH2:4][CH2:3][C:2]1=[O:6].[H-].[Na+].[CH2:9]([O:11][C:12]([C:14]1[C:15](Cl)=[N:16][C:17]2[C:22]([C:23]=1[C:24]1[CH:29]=[CH:28][CH:27]=[CH:26][CH:25]=1)=[CH:21][C:20]([Cl:30])=[CH:19][CH:18]=2)=[O:13])[CH3:10].